From a dataset of Full USPTO retrosynthesis dataset with 1.9M reactions from patents (1976-2016). Predict the reactants needed to synthesize the given product. (1) Given the product [CH3:1][N:2]([CH3:10])[S:3]([CH2:6][CH2:7][CH2:8][I:11])(=[O:5])=[O:4], predict the reactants needed to synthesize it. The reactants are: [CH3:1][N:2]([CH3:10])[S:3]([CH2:6][CH2:7][CH2:8]Cl)(=[O:5])=[O:4].[I-:11].[Na+]. (2) Given the product [NH2:9][CH2:8][CH2:7][C:6]1[CH:17]=[CH:18][C:3]([C:1]#[N:2])=[CH:4][CH:5]=1, predict the reactants needed to synthesize it. The reactants are: [C:1]([C:3]1[CH:18]=[CH:17][C:6]([CH2:7][CH2:8][NH:9]C(=O)OC(C)(C)C)=[CH:5][CH:4]=1)#[N:2].FC(F)(F)C(O)=O. (3) The reactants are: [CH3:1][C:2]1[CH:10]=[CH:9][CH:8]=[C:7]([N+:11]([O-:13])=[O:12])[C:3]=1[C:4]([OH:6])=[O:5].[CH3:14][Si](C=[N+]=[N-])(C)C. Given the product [CH3:1][C:2]1[CH:10]=[CH:9][CH:8]=[C:7]([N+:11]([O-:13])=[O:12])[C:3]=1[C:4]([O:6][CH3:14])=[O:5], predict the reactants needed to synthesize it. (4) Given the product [NH2:8][C:6]1[N:5]2[N:9]=[C:10]([C:12]3[O:13][CH:14]=[CH:15][CH:16]=3)[N:11]=[C:4]2[N:3]=[C:2]([N:22]2[CH2:21][CH2:20][N:19]3[CH2:23][CH:24]([CH2:27][OH:28])[CH2:25][CH2:26][CH:18]3[CH2:17]2)[CH:7]=1, predict the reactants needed to synthesize it. The reactants are: Cl[C:2]1[CH:7]=[C:6]([NH2:8])[N:5]2[N:9]=[C:10]([C:12]3[O:13][CH:14]=[CH:15][CH:16]=3)[N:11]=[C:4]2[N:3]=1.[CH2:17]1[NH:22][CH2:21][CH2:20][N:19]2[CH2:23][C@H:24]([CH2:27][OH:28])[CH2:25][CH2:26][C@@H:18]12.[F-].[Cs+].